This data is from NCI-60 drug combinations with 297,098 pairs across 59 cell lines. The task is: Regression. Given two drug SMILES strings and cell line genomic features, predict the synergy score measuring deviation from expected non-interaction effect. Drug 1: C1=CN(C=N1)CC(O)(P(=O)(O)O)P(=O)(O)O. Drug 2: CC1C(C(CC(O1)OC2CC(CC3=C2C(=C4C(=C3O)C(=O)C5=C(C4=O)C(=CC=C5)OC)O)(C(=O)CO)O)N)O.Cl. Cell line: HCT-15. Synergy scores: CSS=18.0, Synergy_ZIP=-2.75, Synergy_Bliss=-5.63, Synergy_Loewe=-7.45, Synergy_HSA=-4.56.